From a dataset of Forward reaction prediction with 1.9M reactions from USPTO patents (1976-2016). Predict the product of the given reaction. (1) Given the reactants [OH:1][C:2]1[CH:25]=[CH:24][C:5]2[N:6]=[C:7]([C:9]3[CH:14]=[CH:13][C:12]([C:15]([N:17]4[CH2:22][CH2:21][CH:20]([CH3:23])[CH2:19][CH2:18]4)=[O:16])=[CH:11][CH:10]=3)[S:8][C:4]=2[CH:3]=1.C1N2CN3CN(C2)CN1C3.FC(F)(F)[C:38](O)=[O:39].C([O-])(O)=O.[Na+], predict the reaction product. The product is: [OH:1][C:2]1[CH:25]=[CH:24][C:5]2[N:6]=[C:7]([C:9]3[CH:14]=[CH:13][C:12]([C:15]([N:17]4[CH2:22][CH2:21][CH:20]([CH3:23])[CH2:19][CH2:18]4)=[O:16])=[CH:11][CH:10]=3)[S:8][C:4]=2[C:3]=1[CH:38]=[O:39]. (2) Given the reactants C1(P(C2CCCCC2)C2CCCCC2)CCCCC1.[CH2:20]([O:22][C:23]([C:25]1[NH:26][C:27]2[C:32]([C:33]=1I)=[CH:31][C:30]([C:35]1[CH:40]=[CH:39][C:38]([C:41]([F:44])([F:43])[F:42])=[CH:37][CH:36]=1)=[CH:29][CH:28]=2)=[O:24])[CH3:21].[CH:45]([O:48][C:49]1[CH:54]=[CH:53][C:52](B2OC(C)(C)C(C)(C)O2)=[CH:51][N:50]=1)([CH3:47])[CH3:46].C([O-])([O-])=O.[Na+].[Na+], predict the reaction product. The product is: [CH2:20]([O:22][C:23]([C:25]1[NH:26][C:27]2[C:32]([C:33]=1[C:52]1[CH:51]=[N:50][C:49]([O:48][CH:45]([CH3:47])[CH3:46])=[CH:54][CH:53]=1)=[CH:31][C:30]([C:35]1[CH:40]=[CH:39][C:38]([C:41]([F:44])([F:43])[F:42])=[CH:37][CH:36]=1)=[CH:29][CH:28]=2)=[O:24])[CH3:21]. (3) The product is: [F:1][C:2]1[C:3]([NH:17][S:34]([C:31]2[CH:32]=[CH:33][C:28]([CH3:38])=[CH:29][CH:30]=2)(=[O:36])=[O:35])=[N:4][C:5]([O:8][CH2:9][C:10]2[CH:15]=[CH:14][C:13]([CH3:16])=[CH:12][CH:11]=2)=[N:6][CH:7]=1. Given the reactants [F:1][C:2]1[C:3]([NH2:17])=[N:4][C:5]([O:8][CH2:9][C:10]2[CH:15]=[CH:14][C:13]([CH3:16])=[CH:12][CH:11]=2)=[N:6][CH:7]=1.C[Si]([N-][Si](C)(C)C)(C)C.[Li+].[C:28]1([CH3:38])[CH:33]=[CH:32][C:31]([S:34](Cl)(=[O:36])=[O:35])=[CH:30][CH:29]=1, predict the reaction product. (4) Given the reactants [CH2:1]([S:3][C:4]1[CH:9]=[CH:8][C:7](Br)=[C:6]([CH3:11])[CH:5]=1)[CH3:2].[Mg].BrC(Br)C.[Br-].C[O:19][B:20](OC)[O:21]C, predict the reaction product. The product is: [CH2:1]([S:3][C:4]1[CH:9]=[CH:8][C:7]([B:20]([OH:21])[OH:19])=[C:6]([CH3:11])[CH:5]=1)[CH3:2]. (5) Given the reactants [CH2:1]=[C:2]1[CH2:5][CH:4]([C:6]([OH:8])=[O:7])[CH2:3]1.C1N=CN(C(N2C=NC=C2)=O)C=1.[C:21]1([CH2:27]O)[CH:26]=[CH:25][CH:24]=[CH:23][CH:22]=1, predict the reaction product. The product is: [CH2:1]=[C:2]1[CH2:5][CH:4]([C:6]([O:8][CH2:27][C:21]2[CH:26]=[CH:25][CH:24]=[CH:23][CH:22]=2)=[O:7])[CH2:3]1. (6) Given the reactants [Br:1][C:2]1[CH:7]=[CH:6][C:5]([NH2:8])=[C:4]([CH2:9][CH3:10])[CH:3]=1.[N:11]([O-])=O.[Na+], predict the reaction product. The product is: [Br:1][C:2]1[CH:3]=[C:4]2[C:5](=[CH:6][CH:7]=1)[NH:8][N:11]=[C:9]2[CH3:10].